Dataset: Forward reaction prediction with 1.9M reactions from USPTO patents (1976-2016). Task: Predict the product of the given reaction. (1) Given the reactants [CH3:1][C:2]1[N:3]=[CH:4][C:5]([C:8]([OH:10])=O)=[N:6][CH:7]=1.C(Cl)(=O)C(Cl)=O.CN(C)C=O.[N-:22]=[N+:23]=[N-:24].[Na+], predict the reaction product. The product is: [CH3:1][C:2]1[N:3]=[CH:4][C:5]([C:8]([N:22]=[N+:23]=[N-:24])=[O:10])=[N:6][CH:7]=1. (2) The product is: [O:37]=[S:10]1(=[O:9])[C:16]2[CH:17]=[CH:18][C:19]([O:21][C:22]3[CH:23]=[C:24]([C:25]([NH:38][C:39]4[CH:43]=[CH:42][N:41]([C:44]([O:46][C:47]([CH3:50])([CH3:49])[CH3:48])=[O:45])[N:40]=4)=[O:26])[CH:28]=[C:29]([O:31][C@@H:32]([CH3:36])[CH2:33][O:34][CH3:35])[CH:30]=3)=[CH:20][C:15]=2[O:14][CH2:13][CH2:12][NH:11]1. Given the reactants ClC(N(C)C)=C(C)C.[O:9]=[S:10]1(=[O:37])[C:16]2[CH:17]=[CH:18][C:19]([O:21][C:22]3[CH:23]=[C:24]([CH:28]=[C:29]([O:31][C@@H:32]([CH3:36])[CH2:33][O:34][CH3:35])[CH:30]=3)[C:25](O)=[O:26])=[CH:20][C:15]=2[O:14][CH2:13][CH2:12][NH:11]1.[NH2:38][C:39]1[CH:43]=[CH:42][N:41]([C:44]([O:46][C:47]([CH3:50])([CH3:49])[CH3:48])=[O:45])[N:40]=1.N1C=CC=CC=1, predict the reaction product. (3) The product is: [CH3:5][C:6]1([CH3:16])[O:10]/[C:9](=[CH:11]\[C:12]([N:3]([CH3:4])[CH3:2])=[O:13])/[C:8](=[O:15])[O:7]1. Given the reactants Cl.[CH3:2][NH:3][CH3:4].[CH3:5][C:6]1([CH3:16])[O:10]/[C:9](=[CH:11]\[C:12](Cl)=[O:13])/[C:8](=[O:15])[O:7]1.C(N(CC)CC)C, predict the reaction product. (4) Given the reactants [F:1][C:2]1[CH:7]=[CH:6][CH:5]=[CH:4][C:3]=1[N:8]1[C:12]([C:13]2[CH:18]=[CH:17][N:16]=[CH:15][CH:14]=2)=[C:11]([C:19]([O:21]CC)=O)[N:10]=[N:9]1.O[N:25]=[C:26]([C:28]1[CH:33]=[CH:32][N:31]=[CH:30][CH:29]=1)[NH2:27], predict the reaction product. The product is: [F:1][C:2]1[CH:7]=[CH:6][CH:5]=[CH:4][C:3]=1[N:8]1[C:12]([C:13]2[CH:14]=[CH:15][N:16]=[CH:17][CH:18]=2)=[C:11]([C:19]2[O:21][N:27]=[C:26]([C:28]3[CH:33]=[CH:32][N:31]=[CH:30][CH:29]=3)[N:25]=2)[N:10]=[N:9]1. (5) Given the reactants [OH:1][C:2]1[CH:3]=[C:4]([CH:10]=[CH:11][CH:12]=1)[C:5]([O:7][CH2:8][CH3:9])=[O:6].Br[CH:14]([CH3:16])[CH3:15], predict the reaction product. The product is: [CH:14]([O:1][C:2]1[CH:3]=[C:4]([CH:10]=[CH:11][CH:12]=1)[C:5]([O:7][CH2:8][CH3:9])=[O:6])([CH3:16])[CH3:15]. (6) Given the reactants Cl.[Br:2][C:3]1[CH:15]=[CH:14][C:13]([O:16]C)=[CH:12][C:4]=1[CH2:5][CH:6]1[CH2:11][CH2:10][NH:9][CH2:8][CH2:7]1, predict the reaction product. The product is: [Br:2][C:3]1[CH:15]=[CH:14][C:13]([OH:16])=[CH:12][C:4]=1[CH2:5][CH:6]1[CH2:7][CH2:8][NH:9][CH2:10][CH2:11]1.